Dataset: Catalyst prediction with 721,799 reactions and 888 catalyst types from USPTO. Task: Predict which catalyst facilitates the given reaction. (1) Reactant: [CH3:1][N:2]1[CH2:23][C:8]23[CH2:9][CH2:10][CH:11]4[CH:20]([CH:7]2[CH2:6][CH2:5][CH:4]3[CH:3]1[CH3:24])[CH2:19][CH:18]=[C:17]1[C:12]4([CH3:22])[CH2:13][CH2:14][CH:15]([OH:21])[CH2:16]1.C(N(CC)CC)C.[C:32](Cl)(=[O:34])[CH3:33]. The catalyst class is: 4. Product: [CH3:1][N:2]1[CH2:23][C:8]23[CH2:9][CH2:10][CH:11]4[CH:20]([CH:7]2[CH2:6][CH2:5][CH:4]3[CH:3]1[CH3:24])[CH2:19][CH:18]=[C:17]1[C:12]4([CH3:22])[CH2:13][CH2:14][CH:15]([O:21][C:32](=[O:34])[CH3:33])[CH2:16]1. (2) Reactant: [C:1]([O:5][C:6]([N:8]([CH2:22][CH:23]1[CH2:25][CH2:24]1)[C@@H:9]1[CH2:11][C@H:10]1[C:12]1[CH:13]=[C:14]([CH:18]=[CH:19][C:20]=1[CH3:21])[C:15](O)=[O:16])=[O:7])([CH3:4])([CH3:3])[CH3:2].[CH3:26][C:27]1[S:31][C:30]([NH2:32])=[N:29][N:28]=1.CN(C(ON1N=NC2C=CC=NC1=2)=[N+](C)C)C.F[P-](F)(F)(F)(F)F.C(=O)([O-])O.[Na+]. Product: [CH:23]1([CH2:22][N:8]([C@@H:9]2[CH2:11][C@H:10]2[C:12]2[CH:13]=[C:14]([C:15](=[O:16])[NH:32][C:30]3[S:31][C:27]([CH3:26])=[N:28][N:29]=3)[CH:18]=[CH:19][C:20]=2[CH3:21])[C:6](=[O:7])[O:5][C:1]([CH3:3])([CH3:2])[CH3:4])[CH2:24][CH2:25]1. The catalyst class is: 338. (3) Reactant: Cl.[NH2:2][C@H:3]1[CH2:8][CH2:7][N:6]([CH2:9][C@@H:10]([C:12]2[C:13]([CH3:22])=[C:14]3[C:18](=[CH:19][CH:20]=2)[C:17](=[O:21])[O:16][CH2:15]3)[OH:11])[CH2:5][C@H:4]1[F:23].[C:24]([C:26]1[CH:27]=[CH:28][C:29]([C:32](O)=[O:33])=[N:30][CH:31]=1)#[N:25].CN(C(ON1N=NC2C=CC=CC1=2)=[N+](C)C)C.[B-](F)(F)(F)F.C(N(CC)CC)C. Product: [C:24]([C:26]1[CH:27]=[CH:28][C:29]([C:32]([NH:2][C@H:3]2[CH2:8][CH2:7][N:6]([CH2:9][C@H:10]([OH:11])[C:12]3[C:13]([CH3:22])=[C:14]4[C:18](=[CH:19][CH:20]=3)[C:17](=[O:21])[O:16][CH2:15]4)[CH2:5][C@H:4]2[F:23])=[O:33])=[N:30][CH:31]=1)#[N:25]. The catalyst class is: 3. (4) Reactant: [H-].[Al+3].[Li+].[H-].[H-].[H-].[CH3:7][C:8]1([CH3:28])[CH:25]=[C:24]([CH3:26])[C:23]2[C:10](=[CH:11][CH:12]=[C:13]3[C:22]=2[C:21](=[O:27])[O:20][C:19]2[C:14]3=[CH:15][CH:16]=[CH:17][CH:18]=2)[NH:9]1.C(OCC)(=O)C.Cl. Product: [OH:27][CH2:21][C:22]1[C:13]([C:14]2[CH:15]=[CH:16][CH:17]=[CH:18][C:19]=2[OH:20])=[CH:12][CH:11]=[C:10]2[C:23]=1[C:24]([CH3:26])=[CH:25][C:8]([CH3:28])([CH3:7])[NH:9]2. The catalyst class is: 30.